This data is from NCI-60 drug combinations with 297,098 pairs across 59 cell lines. The task is: Regression. Given two drug SMILES strings and cell line genomic features, predict the synergy score measuring deviation from expected non-interaction effect. (1) Drug 1: C1CCN(CC1)CCOC2=CC=C(C=C2)C(=O)C3=C(SC4=C3C=CC(=C4)O)C5=CC=C(C=C5)O. Drug 2: CC1=C(C(=O)C2=C(C1=O)N3CC4C(C3(C2COC(=O)N)OC)N4)N. Cell line: HT29. Synergy scores: CSS=21.7, Synergy_ZIP=4.91, Synergy_Bliss=4.83, Synergy_Loewe=-27.7, Synergy_HSA=-1.19. (2) Synergy scores: CSS=6.94, Synergy_ZIP=0.666, Synergy_Bliss=6.83, Synergy_Loewe=6.08, Synergy_HSA=6.01. Cell line: COLO 205. Drug 1: CN(C)N=NC1=C(NC=N1)C(=O)N. Drug 2: CC12CCC3C(C1CCC2OP(=O)(O)O)CCC4=C3C=CC(=C4)OC(=O)N(CCCl)CCCl.[Na+].